Dataset: NCI-60 drug combinations with 297,098 pairs across 59 cell lines. Task: Regression. Given two drug SMILES strings and cell line genomic features, predict the synergy score measuring deviation from expected non-interaction effect. Drug 1: B(C(CC(C)C)NC(=O)C(CC1=CC=CC=C1)NC(=O)C2=NC=CN=C2)(O)O. Drug 2: CC(C)(C#N)C1=CC=C(C=C1)N2C3=C4C=C(C=CC4=NC=C3N(C2=O)C)C5=CC6=CC=CC=C6N=C5. Cell line: NCIH23. Synergy scores: CSS=74.8, Synergy_ZIP=3.35, Synergy_Bliss=2.19, Synergy_Loewe=-0.281, Synergy_HSA=4.50.